From a dataset of Reaction yield outcomes from USPTO patents with 853,638 reactions. Predict the reaction yield, written as a fraction of the theoretical maximum amount of product (1.0 means a 100% yield; for example, 0.34 means a 34% yield). (1) The reactants are [NH2:1][C:2]1[CH:7]=[CH:6][CH:5]=[CH:4][CH:3]=1.[C:8](#[N:11])[CH:9]=[CH2:10]. No catalyst specified. The product is [C:2]1([NH:1][CH2:10][CH2:9][C:8]#[N:11])[CH:7]=[CH:6][CH:5]=[CH:4][CH:3]=1. The yield is 0.784. (2) The reactants are C[O:2][C:3]([C@@H:5]1[CH2:9][CH2:8][CH2:7][C@@H:6]1[N:10]([CH2:31][C:32]1[CH:37]=[CH:36][C:35]([F:38])=[CH:34][CH:33]=1)[C:11](=[O:30])[CH2:12][C:13]1[NH:18][C:17]2[CH:19]=[CH:20][C:21]([NH:23][S:24]([CH3:27])(=[O:26])=[O:25])=[CH:22][C:16]=2[S:15](=[O:29])(=[O:28])[N:14]=1)=O.[O-]CC.[Na+]. The catalyst is C(O)C. The product is [F:38][C:35]1[CH:36]=[CH:37][C:32]([CH2:31][N:10]2[C@@H:6]3[C@@H:5]([CH2:9][CH2:8][CH2:7]3)[C:3]([OH:2])=[C:12]([C:13]3[NH:18][C:17]4[CH:19]=[CH:20][C:21]([NH:23][S:24]([CH3:27])(=[O:26])=[O:25])=[CH:22][C:16]=4[S:15](=[O:28])(=[O:29])[N:14]=3)[C:11]2=[O:30])=[CH:33][CH:34]=1. The yield is 0.710. (3) The reactants are Br[Zn][CH2:3][C:4]([O:6][CH2:7][CH3:8])=[O:5].[Cl:9][C:10]1[C:11](=[O:20])[C:12]([Cl:19])=[C:13]([Cl:18])[C:14](=[O:17])[C:15]=1[Cl:16].Cl.C(OCC)(=O)C. The catalyst is C1COCC1. The product is [Cl:9][C:10]1[C:11]([CH2:3][C:4]([O:6][CH2:7][CH3:8])=[O:5])([OH:20])[C:12]([Cl:19])=[C:13]([Cl:18])[C:14](=[O:17])[C:15]=1[Cl:16]. The yield is 0.940. (4) The reactants are [F:1][C:2]1[CH:3]=[C:4]([CH:16]=[C:17]([C:19]([F:22])([F:21])[F:20])[CH:18]=1)[CH2:5][C:6]1[CH:7]=[C:8]([CH:13]=[CH:14][N:15]=1)[C:9]([O:11][CH3:12])=[O:10]. The catalyst is C(O)(=O)C.[Pt](=O)=O. The product is [F:1][C:2]1[CH:3]=[C:4]([CH:16]=[C:17]([C:19]([F:22])([F:20])[F:21])[CH:18]=1)[CH2:5][CH:6]1[CH2:7][CH:8]([C:9]([O:11][CH3:12])=[O:10])[CH2:13][CH2:14][NH:15]1. The yield is 0.900. (5) The reactants are [CH3:1][C@H:2]1[CH2:7][CH2:6][CH2:5][CH2:4][N:3]1[C:8]1[N:12]2[CH:13]=[C:14]([O:17][C@H:18]3[C:27]4[C:22](=[CH:23][CH:24]=[CH:25][CH:26]=4)[C@@H:21]([NH2:28])[CH2:20][CH2:19]3)[CH:15]=[CH:16][C:11]2=[N:10][N:9]=1.ClC(Cl)(Cl)C[O:32][C:33](=O)[NH:34][C:35]1[N:39]([C:40]2[CH:41]=[N:42][N:43]([CH2:45][CH2:46][O:47][CH:48]3[CH2:53][CH2:52][CH2:51][CH2:50][O:49]3)[CH:44]=2)[N:38]=[C:37]([C:54]([CH3:57])([CH3:56])[CH3:55])[CH:36]=1.CCN(C(C)C)C(C)C. The catalyst is O1CCOCC1. The product is [C:54]([C:37]1[CH:36]=[C:35]([NH:34][C:33]([NH:28][C@@H:21]2[C:22]3[C:27](=[CH:26][CH:25]=[CH:24][CH:23]=3)[C@H:18]([O:17][C:14]3[CH:15]=[CH:16][C:11]4[N:12]([C:8]([N:3]5[CH2:4][CH2:5][CH2:6][CH2:7][C@@H:2]5[CH3:1])=[N:9][N:10]=4)[CH:13]=3)[CH2:19][CH2:20]2)=[O:32])[N:39]([C:40]2[CH:41]=[N:42][N:43]([CH2:45][CH2:46][O:47][CH:48]3[CH2:53][CH2:52][CH2:51][CH2:50][O:49]3)[CH:44]=2)[N:38]=1)([CH3:57])([CH3:55])[CH3:56]. The yield is 0.800. (6) The reactants are [Br:1][C:2]1[CH:3]=[C:4]([CH2:21][C:22]([OH:24])=[O:23])[CH:5]=[C:6]([Br:20])[C:7]=1[O:8][C:9]1[CH:14]=[CH:13][C:12]([O:15]C)=[C:11]([CH:17]([CH3:19])[CH3:18])[CH:10]=1.I([Cl:28])(=O)=O.I(Cl)(=O)=O.I(Cl)(=O)=O.I(Cl)(=O)=O.C([N+](C)(C)C)C1C=CC=CC=1. The catalyst is C(O)(=O)C. The product is [Br:1][C:2]1[CH:3]=[C:4]([CH2:21][C:22]([OH:24])=[O:23])[CH:5]=[C:6]([Br:20])[C:7]=1[O:8][C:9]1[CH:10]=[C:11]([CH:17]([CH3:19])[CH3:18])[C:12]([OH:15])=[C:13]([Cl:28])[CH:14]=1. The yield is 0.500. (7) The reactants are [CH3:1][N:2]([C@@H:12]1[C@H:17]([CH3:18])[CH2:16][CH2:15][NH:14][CH2:13]1)[C:3]1[C:4]2[CH:11]=[CH:10][NH:9][C:5]=2[N:6]=[CH:7][N:8]=1.[C:19]([C:21]1([C:24](O)=[O:25])[CH2:23][CH2:22]1)#[N:20].C(N(C(C)C)CC)(C)C.F[P-](F)(F)(F)(F)F.N1(OC(N(C)C)=[N+](C)C)C2N=CC=CC=2N=N1. The catalyst is CN(C)C=O. The product is [CH3:18][C@@H:17]1[CH2:16][CH2:15][N:14]([C:24]([C:21]2([C:19]#[N:20])[CH2:23][CH2:22]2)=[O:25])[CH2:13][C@@H:12]1[N:2]([CH3:1])[C:3]1[C:4]2[CH:11]=[CH:10][NH:9][C:5]=2[N:6]=[CH:7][N:8]=1. The yield is 0.568.